This data is from Catalyst prediction with 721,799 reactions and 888 catalyst types from USPTO. The task is: Predict which catalyst facilitates the given reaction. Reactant: C([Li])CCC.C(NC(C)C)(C)C.[C:13](#[N:17])[CH2:14][CH:15]=[CH2:16].Br[CH2:19][C:20]([O:22][CH2:23][CH3:24])=[O:21].[Cl-].[NH4+]. Product: [C:13]([CH:14]([CH:15]=[CH2:16])[CH2:19][C:20]([O:22][CH2:23][CH3:24])=[O:21])#[N:17]. The catalyst class is: 1.